From a dataset of Forward reaction prediction with 1.9M reactions from USPTO patents (1976-2016). Predict the product of the given reaction. (1) Given the reactants C[O:2][C:3](=[O:35])[CH:4]([CH2:27][C@H:28]1[CH2:33][CH2:32][C@H:31]([OH:34])[CH2:30][CH2:29]1)[CH2:5][CH2:6][NH:7][C@@H:8]1[C@@H:17]([O:18][CH3:19])[CH2:16][C:15]2[C:10](=[CH:11][C:12]([C:20](=[O:22])[NH2:21])=[CH:13][CH:14]=2)[C:9]1([CH2:25][CH3:26])[CH2:23][CH3:24].O.[OH-].[Na+], predict the reaction product. The product is: [C:20]([C:12]1[CH:11]=[C:10]2[C:15]([CH2:16][C@H:17]([O:18][CH3:19])[C@@H:8]([NH:7][CH2:6][CH2:5][CH:4]([CH2:27][C@H:28]3[CH2:33][CH2:32][C@H:31]([OH:34])[CH2:30][CH2:29]3)[C:3]([OH:35])=[O:2])[C:9]2([CH2:23][CH3:24])[CH2:25][CH3:26])=[CH:14][CH:13]=1)(=[O:22])[NH2:21]. (2) Given the reactants [F:1][C:2]([F:7])([F:6])[C:3]([OH:5])=[O:4].C(OC([N:15]1[CH2:20][CH2:19][CH:18]([N:21]2[C:25]3=[N:26][CH:27]=[N:28][C:29]([O:30][C:31]4[CH:36]=[CH:35][C:34]([S:37]([CH3:40])(=[O:39])=[O:38])=[CH:33][CH:32]=4)=[C:24]3[CH:23]=[N:22]2)[CH2:17][CH2:16]1)=O)(C)(C)C, predict the reaction product. The product is: [F:1][C:2]([F:7])([F:6])[C:3]([OH:5])=[O:4].[CH3:40][S:37]([C:34]1[CH:33]=[CH:32][C:31]([O:30][C:29]2[N:28]=[CH:27][N:26]=[C:25]3[N:21]([CH:18]4[CH2:17][CH2:16][NH:15][CH2:20][CH2:19]4)[N:22]=[CH:23][C:24]=23)=[CH:36][CH:35]=1)(=[O:39])=[O:38]. (3) Given the reactants Cl.[F:2][C:3]1[CH:4]=[C:5]([CH:45]=[CH:46][CH:47]=1)[CH2:6][N:7]1[C:11]([CH3:12])=[C:10]([C:13]2[C:21]3[C:16](=[N:17][CH:18]=[C:19]([C:22]4[CH:23]=[N:24][C:25]([N:28]5[CH2:33][CH2:32][NH:31][CH2:30][CH2:29]5)=[CH:26][CH:27]=4)[CH:20]=3)[N:15]([S:34]([C:37]3[CH:43]=[CH:42][C:40]([CH3:41])=[CH:39][CH:38]=3)(=[O:36])=[O:35])[CH:14]=2)[C:9]([CH3:44])=[N:8]1.[CH3:48][C@H:49]1[CH2:51][O:50]1.CCN(C(C)C)C(C)C, predict the reaction product. The product is: [F:2][C:3]1[CH:4]=[C:5]([CH:45]=[CH:46][CH:47]=1)[CH2:6][N:7]1[C:11]([CH3:12])=[C:10]([C:13]2[C:21]3[C:16](=[N:17][CH:18]=[C:19]([C:22]4[CH:27]=[CH:26][C:25]([N:28]5[CH2:33][CH2:32][N:31]([CH2:48][C@@H:49]([OH:50])[CH3:51])[CH2:30][CH2:29]5)=[N:24][CH:23]=4)[CH:20]=3)[N:15]([S:34]([C:37]3[CH:38]=[CH:39][C:40]([CH3:41])=[CH:42][CH:43]=3)(=[O:36])=[O:35])[CH:14]=2)[C:9]([CH3:44])=[N:8]1. (4) The product is: [C:24]([C:21]1[CH:22]=[CH:23][C:18]2[N:19]([C:15]([CH2:14][NH:13][C:7]3[C:6]4[C:11](=[CH:12][C:3]([O:2][CH3:1])=[CH:4][N:5]=4)[N:10]=[CH:9][CH:8]=3)=[N:16][N:17]=2)[N:20]=1)#[CH:25]. Given the reactants [CH3:1][O:2][C:3]1[CH:12]=[C:11]2[C:6]([C:7]([NH:13][CH2:14][C:15]3[N:19]4[N:20]=[C:21]([C:24]#[C:25][Si](CC)(CC)CC)[CH:22]=[CH:23][C:18]4=[N:17][N:16]=3)=[CH:8][CH:9]=[N:10]2)=[N:5][CH:4]=1.CCCC[N+](CCCC)(CCCC)CCCC.[F-], predict the reaction product. (5) Given the reactants [CH3:1][O:2][CH2:3][C:4]#[C:5][C:6]1[N:11]=[CH:10][C:9]([C:12]2[CH:13]=[C:14]3[CH:20]=[CH:19][NH:18][C:15]3=[N:16][CH:17]=2)=[CH:8][CH:7]=1, predict the reaction product. The product is: [CH3:1][O:2][CH2:3][CH2:4][CH2:5][C:6]1[N:11]=[CH:10][C:9]([C:12]2[CH:13]=[C:14]3[CH:20]=[CH:19][NH:18][C:15]3=[N:16][CH:17]=2)=[CH:8][CH:7]=1.